From a dataset of Reaction yield outcomes from USPTO patents with 853,638 reactions. Predict the reaction yield, written as a fraction of the theoretical maximum amount of product (1.0 means a 100% yield; for example, 0.34 means a 34% yield). The reactants are C[O:2][C:3]1[C:8]2[O:9][CH:10]([CH3:14])[C:11](=[O:13])[NH:12][C:7]=2[CH:6]=[C:5]([CH:15]=[O:16])[CH:4]=1.B(Br)(Br)Br. The catalyst is C(Cl)Cl. The product is [OH:2][C:3]1[C:8]2[O:9][CH:10]([CH3:14])[C:11](=[O:13])[NH:12][C:7]=2[CH:6]=[C:5]([CH:15]=[O:16])[CH:4]=1. The yield is 0.960.